Task: Regression. Given a peptide amino acid sequence and an MHC pseudo amino acid sequence, predict their binding affinity value. This is MHC class I binding data.. Dataset: Peptide-MHC class I binding affinity with 185,985 pairs from IEDB/IMGT (1) The peptide sequence is KFRDMITFR. The MHC is HLA-A30:01 with pseudo-sequence HLA-A30:01. The binding affinity (normalized) is 0.936. (2) The peptide sequence is KFLTNKLLL. The MHC is HLA-A24:02 with pseudo-sequence HLA-A24:02. The binding affinity (normalized) is 0.354. (3) The peptide sequence is KGFFRVFKK. The MHC is HLA-A26:01 with pseudo-sequence HLA-A26:01. The binding affinity (normalized) is 0.0847. (4) The peptide sequence is LLATVTGGIF. The MHC is HLA-B15:01 with pseudo-sequence HLA-B15:01. The binding affinity (normalized) is 1.00. (5) The peptide sequence is AIIDYIAYM. The MHC is HLA-A02:01 with pseudo-sequence HLA-A02:01. The binding affinity (normalized) is 1.00. (6) The peptide sequence is FLFWFLKSGA. The MHC is HLA-A02:06 with pseudo-sequence HLA-A02:06. The binding affinity (normalized) is 0.711.